Dataset: Forward reaction prediction with 1.9M reactions from USPTO patents (1976-2016). Task: Predict the product of the given reaction. (1) Given the reactants [O:1]1[C@H:3]2[CH2:4][C@H:5]3[C@:18]([CH3:20])([CH2:19][C@@H:2]12)[C@@H:17]1[C@H:8]([C@H:9]2[C@@:13]([CH2:15][CH2:16]1)([CH3:14])[C@@H:12]([OH:21])[C@@H:11]([N:22]1[CH2:26][CH2:25][CH2:24][CH2:23]1)[CH2:10]2)[CH2:7][CH2:6]3.C1(C)C=CC(S(O)(=O)=O)=CC=1.C(=O)([O-])[O-].[Na+].[Na+].[NH:44]1[CH2:49][CH2:48][O:47][CH2:46][CH2:45]1, predict the reaction product. The product is: [N:44]1([CH:4]2[C@H:3]([OH:1])[CH2:2][CH2:19][C@@:18]3([CH3:20])[C@H:5]2[CH2:6][CH2:7][C@@H:8]2[C@@H:17]3[CH2:16][CH2:15][C@@:13]3([CH3:14])[C@H:9]2[CH2:10][C@H:11]([N:22]2[CH2:26][CH2:25][CH2:24][CH2:23]2)[C@@H:12]3[OH:21])[CH2:49][CH2:48][O:47][CH2:46][CH2:45]1. (2) Given the reactants [N:1]([C@@H:4]([C:8]1[CH:13]=[CH:12][CH:11]=[CH:10][CH:9]=1)[C@H:5]([OH:7])[CH3:6])=[N+]=[N-].[CH3:14][C:15]([O:18][C:19](O[C:19]([O:18][C:15]([CH3:17])([CH3:16])[CH3:14])=[O:20])=[O:20])([CH3:17])[CH3:16], predict the reaction product. The product is: [OH:7][C@H:5]([CH3:6])[C@@H:4]([NH:1][C:19](=[O:20])[O:18][C:15]([CH3:17])([CH3:16])[CH3:14])[C:8]1[CH:13]=[CH:12][CH:11]=[CH:10][CH:9]=1. (3) Given the reactants [C:1]([O:5][C:6]([N:8]1[C:13]2[CH:14]=[C:15]([Cl:19])[C:16]([OH:18])=[CH:17][C:12]=2[O:11][CH:10]([C:20]([N:22]2[CH2:27][CH2:26][C:25]([C:36]([O:38][CH2:39][CH3:40])=[O:37])([CH2:28][C:29]3[CH:34]=[CH:33][C:32]([F:35])=[CH:31][CH:30]=3)[CH2:24][CH2:23]2)=[O:21])[CH2:9]1)=[O:7])([CH3:4])([CH3:3])[CH3:2].[C:41]([O-])([O-])=O.[K+].[K+].CI, predict the reaction product. The product is: [C:1]([O:5][C:6]([N:8]1[C:13]2[CH:14]=[C:15]([Cl:19])[C:16]([O:18][CH3:41])=[CH:17][C:12]=2[O:11][CH:10]([C:20]([N:22]2[CH2:23][CH2:24][C:25]([C:36]([O:38][CH2:39][CH3:40])=[O:37])([CH2:28][C:29]3[CH:34]=[CH:33][C:32]([F:35])=[CH:31][CH:30]=3)[CH2:26][CH2:27]2)=[O:21])[CH2:9]1)=[O:7])([CH3:3])([CH3:4])[CH3:2]. (4) The product is: [CH2:1]([O:5][C:6]1[CH:10]=[C:9](/[CH:11]=[CH:12]/[C:13]([NH:35][S:32]([CH2:31][CH2:30][CH:29]([CH3:36])[CH3:28])(=[O:34])=[O:33])=[O:14])[N:8]([CH2:16][C:17]2[CH:22]=[CH:21][C:20]([C:23]([F:26])([F:25])[F:24])=[CH:19][C:18]=2[Cl:27])[N:7]=1)[CH2:2][CH2:3][CH3:4]. Given the reactants [CH2:1]([O:5][C:6]1[CH:10]=[C:9](/[CH:11]=[CH:12]/[C:13](O)=[O:14])[N:8]([CH2:16][C:17]2[CH:22]=[CH:21][C:20]([C:23]([F:26])([F:25])[F:24])=[CH:19][C:18]=2[Cl:27])[N:7]=1)[CH2:2][CH2:3][CH3:4].[CH3:28][CH:29]([CH3:36])[CH2:30][CH2:31][S:32]([NH2:35])(=[O:34])=[O:33].N12CCCN=C1CCCCC2.Cl, predict the reaction product. (5) Given the reactants [C:1]([OH:7])([C:3]([F:6])([F:5])[F:4])=[O:2].Br[C:9]1[CH:10]=[N:11][N:12](C(OC(C)(C)C)=O)[CH:13]=1.[C:21]([CH2:23][C:24]1([N:40]2[CH:44]=[C:43](B3OC(C)(C)C(C)(C)O3)[C:42]([CH3:54])=[N:41]2)[CH2:27][N:26]([C:28]2[N:29]=[CH:30][C:31]([C:34]([NH:36][CH:37]([CH3:39])[CH3:38])=[O:35])=[N:32][CH:33]=2)[CH2:25]1)#[N:22], predict the reaction product. The product is: [F:4][C:3]([F:6])([F:5])[C:1]([OH:7])=[O:2].[C:21]([CH2:23][C:24]1([N:40]2[CH:44]=[C:43]([C:9]3[CH:10]=[N:11][NH:12][CH:13]=3)[C:42]([CH3:54])=[N:41]2)[CH2:25][N:26]([C:28]2[N:29]=[CH:30][C:31]([C:34]([NH:36][CH:37]([CH3:38])[CH3:39])=[O:35])=[N:32][CH:33]=2)[CH2:27]1)#[N:22]. (6) Given the reactants Cl[C:2]1[CH2:6][C@H:5]([CH:7]2[CH2:11][CH2:10][CH2:9][CH2:8]2)[N:4]([C:12]2[CH:19]=[CH:18][C:15]([C:16]#[N:17])=[C:14]([CH3:20])[N:13]=2)[N:3]=1.CC1(C)C(C)(C)OB([C:29]2[CH:30]=[C:31]3[C:36](=[CH:37][CH:38]=2)[NH:35][C:34](=[O:39])[NH:33][CH2:32]3)O1, predict the reaction product. The product is: [CH:7]1([C@@H:5]2[N:4]([C:12]3[CH:19]=[CH:18][C:15]([C:16]#[N:17])=[C:14]([CH3:20])[N:13]=3)[N:3]=[C:2]([C:29]3[CH:30]=[C:31]4[C:36](=[CH:37][CH:38]=3)[NH:35][C:34](=[O:39])[NH:33][CH2:32]4)[CH2:6]2)[CH2:11][CH2:10][CH2:9][CH2:8]1. (7) The product is: [NH2:1][C:2]1[C:3]([O:15][CH3:14])=[N:4][C:5]2[C:10]([N:11]=1)=[CH:9][C:8]([Cl:12])=[CH:7][CH:6]=2. Given the reactants [NH2:1][C:2]1[C:3](Cl)=[N:4][C:5]2[C:10]([N:11]=1)=[CH:9][C:8]([Cl:12])=[CH:7][CH:6]=2.[CH3:14][O-:15].[Na+], predict the reaction product. (8) Given the reactants [NH:1]1[CH2:4][CH:3]([N:5]2[C:9]([C:10]3[CH:33]=[C:32]([Cl:34])[CH:31]=[CH:30][C:11]=3[O:12][C:13]3[C:18]([F:19])=[CH:17][C:16]([S:20]([NH:23][C:24]4[S:28][N:27]=[CH:26][N:25]=4)(=[O:22])=[O:21])=[C:15]([F:29])[CH:14]=3)=[CH:8][CH:7]=[N:6]2)[CH2:2]1.Cl[CH2:36]Cl.C=O.C(O[BH-](OC(=O)C)OC(=O)C)(=O)C.[Na+], predict the reaction product. The product is: [Cl:34][C:32]1[CH:31]=[CH:30][C:11]([O:12][C:13]2[C:18]([F:19])=[CH:17][C:16]([S:20]([NH:23][C:24]3[S:28][N:27]=[CH:26][N:25]=3)(=[O:21])=[O:22])=[C:15]([F:29])[CH:14]=2)=[C:10]([C:9]2[N:5]([CH:3]3[CH2:2][N:1]([CH3:36])[CH2:4]3)[N:6]=[CH:7][CH:8]=2)[CH:33]=1. (9) The product is: [N:28]1[C:29]2[C:24](=[CH:23][C:22]([CH2:21][N:18]3[C:16]4=[N:17][C:12]([C:38]5[CH:39]=[C:34]([CH:35]=[CH:36][CH:37]=5)[CH:32]=[O:33])=[CH:13][CH:14]=[C:15]4[N:20]=[N:19]3)=[CH:31][CH:30]=2)[CH:25]=[CH:26][CH:27]=1. Given the reactants FC1C=C([C:12]2[N:17]=[C:16]3[N:18]([CH2:21][C:22]4[CH:23]=[C:24]5[C:29](=[CH:30][CH:31]=4)[N:28]=[CH:27][CH:26]=[CH:25]5)[N:19]=[N:20][C:15]3=[CH:14][CH:13]=2)C=CC=1C(NC)=O.[CH:32]([C:34]1[CH:35]=[C:36](B(O)O)[CH:37]=[CH:38][CH:39]=1)=[O:33].C(=O)([O-])[O-].[K+].[K+].O1CCOCC1, predict the reaction product. (10) The product is: [CH2:18]([O:1][C:2]1[CH:11]=[C:6]([C:7]([O:9][CH3:10])=[O:8])[CH:5]=[C:4]([CH:3]=1)[C:12]([O:14][CH3:15])=[O:13])[C:19]1[CH:24]=[CH:23][CH:22]=[CH:21][CH:20]=1. Given the reactants [OH:1][C:2]1[CH:3]=[C:4]([C:12]([O:14][CH3:15])=[O:13])[CH:5]=[C:6]([CH:11]=1)[C:7]([O:9][CH3:10])=[O:8].[H-].[Na+].[CH2:18](Br)[C:19]1[CH:24]=[CH:23][CH:22]=[CH:21][CH:20]=1, predict the reaction product.